This data is from Peptide-MHC class I binding affinity with 185,985 pairs from IEDB/IMGT. The task is: Regression. Given a peptide amino acid sequence and an MHC pseudo amino acid sequence, predict their binding affinity value. This is MHC class I binding data. (1) The peptide sequence is KFRRFTQAI. The MHC is HLA-B08:01 with pseudo-sequence HLA-B08:01. The binding affinity (normalized) is 0.225. (2) The peptide sequence is PIGHNRDSYM. The MHC is H-2-Db with pseudo-sequence H-2-Db. The binding affinity (normalized) is 0.0641. (3) The peptide sequence is FPGKTVWFVP. The MHC is HLA-B53:01 with pseudo-sequence HLA-B53:01. The binding affinity (normalized) is 0.201. (4) The peptide sequence is SFFGPIGKLI. The MHC is HLA-A02:01 with pseudo-sequence HLA-A02:01. The binding affinity (normalized) is 0.0197. (5) The peptide sequence is FSPEVIPMF. The MHC is HLA-B40:01 with pseudo-sequence HLA-B40:01. The binding affinity (normalized) is 0. (6) The peptide sequence is AMFIGHATA. The MHC is HLA-A03:01 with pseudo-sequence HLA-A03:01. The binding affinity (normalized) is 0.0847.